Dataset: Full USPTO retrosynthesis dataset with 1.9M reactions from patents (1976-2016). Task: Predict the reactants needed to synthesize the given product. (1) Given the product [F:45][C:2]1[C:6]2=[N:7][C:8]([C:12]3[CH:17]=[CH:16][C:15]([O:18][C:19]([F:22])([F:21])[F:20])=[CH:14][C:13]=3[O:23][CH3:24])=[C:9]([CH3:11])[CH:10]=[C:5]2[N:4]([C@@H:25]([CH3:29])[CH2:26][O:27][CH3:28])[CH:3]=1, predict the reactants needed to synthesize it. The reactants are: Br[C:2]1[C:6]2=[N:7][C:8]([C:12]3[CH:17]=[CH:16][C:15]([O:18][C:19]([F:22])([F:21])[F:20])=[CH:14][C:13]=3[O:23][CH3:24])=[C:9]([CH3:11])[CH:10]=[C:5]2[N:4]([C@@H:25]([CH3:29])[CH2:26][O:27][CH3:28])[CH:3]=1.[Li]C(C)(C)C.C1C=CC(S(N(S(C2C=CC=CC=2)(=O)=O)[F:45])(=O)=O)=CC=1.O. (2) Given the product [ClH:29].[NH2:7][C@@H:8]1[CH2:10][C@H:9]1[C:11]1[CH:15]=[C:14]([C:16]([NH:17][CH:18]2[CH2:23][CH2:22][C:21]([F:25])([F:24])[CH2:20][CH2:19]2)=[O:26])[S:13][C:12]=1[CH3:27], predict the reactants needed to synthesize it. The reactants are: C(OC(=O)[NH:7][C@@H:8]1[CH2:10][C@H:9]1[C:11]1[CH:15]=[C:14]([C:16](=[O:26])[NH:17][CH:18]2[CH2:23][CH2:22][C:21]([F:25])([F:24])[CH2:20][CH2:19]2)[S:13][C:12]=1[CH3:27])(C)(C)C.[ClH:29].C(OCC)(=O)C. (3) The reactants are: Br[CH2:2][C:3]([CH:5]1[CH2:8][CH2:7][CH2:6]1)=O.C(O)(=O)C.[CH:13]([NH2:15])=[NH:14]. Given the product [CH:5]1([C:3]2[N:14]=[CH:13][NH:15][CH:2]=2)[CH2:8][CH2:7][CH2:6]1, predict the reactants needed to synthesize it. (4) Given the product [NH2:1][C:2]1[C:3]([N+:18]([O-:19])=[O:17])=[CH:4][C:5]([Br:11])=[C:6]([F:10])[C:7]=1[C:8]#[N:9], predict the reactants needed to synthesize it. The reactants are: [NH2:1][C:2]1[C:7]([C:8]#[N:9])=[C:6]([F:10])[C:5]([Br:11])=[CH:4][CH:3]=1.F[B-](F)(F)F.[O:17]=[N+:18]=[O:19]. (5) Given the product [CH3:19][O:20][C:21]1[CH:22]=[C:23]([CH2:29][C:30]([NH:1][N:2]2[N:11]=[C:10]([N:12]3[CH2:17][CH2:16][O:15][CH2:14][CH2:13]3)[C:9]3[C:4](=[CH:5][CH:6]=[CH:7][CH:8]=3)[C:3]2=[O:18])=[O:31])[CH:24]=[CH:25][C:26]=1[O:27][CH3:28], predict the reactants needed to synthesize it. The reactants are: [NH2:1][N:2]1[N:11]=[C:10]([N:12]2[CH2:17][CH2:16][O:15][CH2:14][CH2:13]2)[C:9]2[C:4](=[CH:5][CH:6]=[CH:7][CH:8]=2)[C:3]1=[O:18].[CH3:19][O:20][C:21]1[CH:22]=[C:23]([CH2:29][C:30](O)=[O:31])[CH:24]=[CH:25][C:26]=1[O:27][CH3:28]. (6) Given the product [OH:38][CH2:37][CH2:36][CH2:35][N:3]1[CH:4]=[CH:5][C:6]2[C:10]([C:11]3[CH:12]=[CH:13][CH:14]=[CH:15][CH:16]=3)=[C:9]([C:17]3[CH:22]=[CH:21][C:20]([C:23]4([NH:27][C:28](=[O:34])[O:29][C:30]([CH3:31])([CH3:33])[CH3:32])[CH2:24][CH2:25][CH2:26]4)=[CH:19][CH:18]=3)[O:8][C:7]=2[C:2]1=[O:1], predict the reactants needed to synthesize it. The reactants are: [O:1]=[C:2]1[C:7]2[O:8][C:9]([C:17]3[CH:22]=[CH:21][C:20]([C:23]4([NH:27][C:28](=[O:34])[O:29][C:30]([CH3:33])([CH3:32])[CH3:31])[CH2:26][CH2:25][CH2:24]4)=[CH:19][CH:18]=3)=[C:10]([C:11]3[CH:16]=[CH:15][CH:14]=[CH:13][CH:12]=3)[C:6]=2[CH:5]=[CH:4][NH:3]1.[CH2:35](O)[CH2:36][CH2:37][OH:38].C1(P(C2C=CC=CC=2)C2C=CC=CC=2)C=CC=CC=1.N(C(OCC)=O)=NC(OCC)=O. (7) Given the product [C:1]([C:5]1[CH:12]=[CH:11][C:8]([O:9][CH3:10])=[C:7]([NH:13][C:14]([NH:26][C:27]2[C:36]3[C:31](=[CH:32][CH:33]=[CH:34][CH:35]=3)[C:30]([N:37]3[C:45]4[CH:44]=[CH:43][N:42]=[CH:41][C:40]=4[CH:39]=[CH:38]3)=[CH:29][CH:28]=2)=[O:17])[CH:6]=1)([CH3:4])([CH3:2])[CH3:3], predict the reactants needed to synthesize it. The reactants are: [C:1]([C:5]1[CH:6]=[C:7]([NH2:13])[C:8](=[CH:11][CH:12]=1)[O:9][CH3:10])([CH3:4])([CH3:3])[CH3:2].[C:14]([O-:17])(O)=O.[Na+].C(Cl)(Cl)=O.[N-]=C=O.[NH2:26][C:27]1[C:36]2[C:31](=[CH:32][CH:33]=[CH:34][CH:35]=2)[C:30]([N:37]2[C:45]3[CH:44]=[CH:43][N:42]=[CH:41][C:40]=3[CH:39]=[CH:38]2)=[CH:29][CH:28]=1.